From a dataset of Reaction yield outcomes from USPTO patents with 853,638 reactions. Predict the reaction yield, written as a fraction of the theoretical maximum amount of product (1.0 means a 100% yield; for example, 0.34 means a 34% yield). (1) The reactants are [CH2:1]([O:3][C:4]1[N:8]([CH2:9][C:10]2[CH:15]=[CH:14][C:13]([C:16]3[CH:21]=[CH:20][CH:19]=[CH:18][C:17]=3[C:22]3[NH:26][C:25](=[O:27])[O:24][N:23]=3)=[CH:12][CH:11]=2)[C:7]2[C:28]([C:32]([OH:34])=[O:33])=[CH:29][CH:30]=[CH:31][C:6]=2[N:5]=1)[CH3:2].C(N(CC)CC)C.ClC1C=C(Cl)[CH:49]=[C:48](Cl)[C:44]=1[C:45](Cl)=[O:46].C1C[O:57]CC1. No catalyst specified. The product is [CH2:1]([O:3][C:4]1[N:8]([CH2:9][C:10]2[CH:11]=[CH:12][C:13]([C:16]3[CH:21]=[CH:20][CH:19]=[CH:18][C:17]=3[C:22]3[NH:26][C:25](=[O:27])[O:24][N:23]=3)=[CH:14][CH:15]=2)[C:7]2[C:28]([C:32]([O:34][CH:49]3[CH2:48][CH2:44][C:45](=[O:46])[O:57]3)=[O:33])=[CH:29][CH:30]=[CH:31][C:6]=2[N:5]=1)[CH3:2]. The yield is 0.0330. (2) The reactants are [CH3:1][C:2]1[CH:7]=[CH:6][N:5]=[C:4]([Br:8])[CH:3]=1.[Li+].CC([N-]C(C)C)C.[CH2:17]1[CH2:25][O:24][C:23]2[C:19](=[C:20]([CH:26]=[O:27])[S:21][CH:22]=2)[O:18]1.CCOC(C)=O. The catalyst is C1COCC1.O. The product is [Br:8][C:4]1[CH:3]=[C:2]([CH2:1][CH:26]([C:20]2[S:21][CH:22]=[C:23]3[O:24][CH2:25][CH2:17][O:18][C:19]=23)[OH:27])[CH:7]=[CH:6][N:5]=1. The yield is 0.950. (3) The reactants are C(OC([N:8]1[CH2:13][CH2:12][N:11]([C:14]2[CH:19]=[CH:18][C:17]([F:20])=[C:16]([C:21]([F:24])([F:23])[F:22])[CH:15]=2)[CH2:10][CH2:9]1)=O)(C)(C)C.FC(F)(F)C(O)=O. The catalyst is C(Cl)Cl. The product is [F:20][C:17]1[CH:18]=[CH:19][C:14]([N:11]2[CH2:12][CH2:13][NH:8][CH2:9][CH2:10]2)=[CH:15][C:16]=1[C:21]([F:23])([F:22])[F:24]. The yield is 0.879. (4) The reactants are CCN=C=NCCCN(C)C.[CH3:12][C:13]1[N:17]2[C:18](=[O:27])[N:19]([CH:21]3[CH2:26][CH2:25][NH:24][CH2:23][CH2:22]3)[CH2:20][C:16]2=[CH:15][N:14]=1.[Cl:28][C:29]1[CH:30]=[C:31]2[C:36](=[CH:37][CH:38]=1)[CH:35]=[C:34]([S:39]([CH2:42][CH2:43][C:44](O)=[O:45])(=[O:41])=[O:40])[CH:33]=[CH:32]2.C1C=CC2N(O)N=NC=2C=1. The catalyst is ClCCl.C(N(CC)CC)C. The product is [Cl:28][C:29]1[CH:30]=[C:31]2[C:36](=[CH:37][CH:38]=1)[CH:35]=[C:34]([S:39]([CH2:42][CH2:43][C:44]([N:24]1[CH2:25][CH2:26][CH:21]([N:19]3[CH2:20][C:16]4=[CH:15][N:14]=[C:13]([CH3:12])[N:17]4[C:18]3=[O:27])[CH2:22][CH2:23]1)=[O:45])(=[O:40])=[O:41])[CH:33]=[CH:32]2. The yield is 0.520. (5) The reactants are [Cl:1][C:2]1[CH:3]=[CH:4][C:5]([C:20]([F:23])([F:22])[F:21])=[C:6]([CH:19]=1)[CH2:7][N:8]1[CH2:13][CH2:12][NH:11][C:10]2[N:14]=[CH:15][C:16](I)=[CH:17][C:9]1=2.[C:24]([NH:27][C:28]1[CH:33]=[CH:32][C:31](B(O)O)=[CH:30][CH:29]=1)(=[O:26])[CH3:25]. No catalyst specified. The product is [Cl:1][C:2]1[CH:3]=[CH:4][C:5]([C:20]([F:23])([F:22])[F:21])=[C:6]([CH:19]=1)[CH2:7][N:8]1[CH2:13][CH2:12][NH:11][C:10]2[N:14]=[CH:15][C:16]([C:31]3[CH:32]=[CH:33][C:28]([NH:27][C:24](=[O:26])[CH3:25])=[CH:29][CH:30]=3)=[CH:17][C:9]1=2. The yield is 0.420. (6) The reactants are Br[C:2]1[CH:3]=[C:4]2[C:10]([C:11]3[CH:21]=[CH:20][C:14]([CH2:15][NH:16][C:17](=[O:19])[CH3:18])=[CH:13][CH:12]=3)=[CH:9][N:8](S(C3C=CC(C)=CC=3)(=O)=O)[C:5]2=[N:6][CH:7]=1.[CH3:32][O:33][C:34]1[CH:35]=[C:36](B(O)O)[CH:37]=[C:38]([O:42][CH3:43])[C:39]=1[O:40][CH3:41].C([O-])([O-])=O.[Na+].[Na+].CCOC(C)=O. The catalyst is CC#N.Cl[Pd](Cl)([P](C1C=CC=CC=1)(C1C=CC=CC=1)C1C=CC=CC=1)[P](C1C=CC=CC=1)(C1C=CC=CC=1)C1C=CC=CC=1. The product is [CH3:43][O:42][C:38]1[CH:37]=[C:36]([C:2]2[CH:3]=[C:4]3[C:10]([C:11]4[CH:21]=[CH:20][C:14]([CH2:15][NH:16][C:17](=[O:19])[CH3:18])=[CH:13][CH:12]=4)=[CH:9][NH:8][C:5]3=[N:6][CH:7]=2)[CH:35]=[C:34]([O:33][CH3:32])[C:39]=1[O:40][CH3:41]. The yield is 0.530. (7) The reactants are OO.FC(F)(F)C(OC(=O)C(F)(F)F)=[O:6].[CH2:16]([O:18][C:19]1[CH:20]=[CH:21][C:22]2[N+:27]([O-:28])=[N:26][C:25]([NH:29][CH2:30][CH2:31][N:32]([CH3:34])[CH3:33])=[N:24][C:23]=2[CH:35]=1)[CH3:17].FC(F)(F)C(O)=O. The catalyst is C(Cl)Cl.N. The product is [CH2:16]([O:18][C:19]1[CH:20]=[CH:21][C:22]2[N+:27]([O-:28])=[N:26][C:25]([NH:29][CH2:30][CH2:31][N:32]([CH3:34])[CH3:33])=[N+:24]([O-:6])[C:23]=2[CH:35]=1)[CH3:17]. The yield is 0.310. (8) The reactants are [CH3:1][O:2][C:3]([C@H:5]1[CH2:10][CH2:9][C@H:8]([C:11]2[O:12][CH:13]=[C:14]([CH3:16])[N:15]=2)[CH2:7][CH2:6]1)=[O:4].[Cl:17]N1C(=O)CCC1=O. The catalyst is CN(C)C=O. The product is [CH3:1][O:2][C:3]([C@H:5]1[CH2:6][CH2:7][C@H:8]([C:11]2[O:12][C:13]([Cl:17])=[C:14]([CH3:16])[N:15]=2)[CH2:9][CH2:10]1)=[O:4]. The yield is 0.890. (9) The reactants are [NH2:1][C:2]1[CH:3]=[C:4]([C:8]2[CH:9]=[C:10]3[C:14](=[CH:15][CH:16]=2)[CH2:13][CH:12]([NH:17][S:18]([CH:21]([CH3:23])[CH3:22])(=[O:20])=[O:19])[CH2:11]3)[CH:5]=[CH:6][CH:7]=1.C(N(C(C)C)CC)(C)C.Cl[CH2:34][CH2:35][CH2:36][S:37](Cl)(=[O:39])=[O:38].[H-].[Na+]. The catalyst is CN(C)C=O. The product is [O:38]=[S:37]1(=[O:39])[CH2:36][CH2:35][CH2:34][N:1]1[C:2]1[CH:3]=[C:4]([C:8]2[CH:9]=[C:10]3[C:14](=[CH:15][CH:16]=2)[CH2:13][CH:12]([NH:17][S:18]([CH:21]([CH3:23])[CH3:22])(=[O:20])=[O:19])[CH2:11]3)[CH:5]=[CH:6][CH:7]=1. The yield is 0.0900. (10) The reactants are C1(CBr)CC1.Br[CH2:7][CH:8]1[CH2:13][CH2:12][CH2:11][CH2:10][CH2:9]1.[CH3:14][C:15]1[N:16]=[C:17]([N:25]2[CH2:29][CH2:28][NH:27][C:26]2=[O:30])[S:18][C:19]=1[C:20]([O:22][CH2:23][CH3:24])=[O:21]. No catalyst specified. The product is [CH:8]1([CH2:7][N:27]2[CH2:28][CH2:29][N:25]([C:17]3[S:18][C:19]([C:20]([O:22][CH2:23][CH3:24])=[O:21])=[C:15]([CH3:14])[N:16]=3)[C:26]2=[O:30])[CH2:13][CH2:12][CH2:11][CH2:10][CH2:9]1. The yield is 0.760.